Task: Predict the product of the given reaction.. Dataset: Forward reaction prediction with 1.9M reactions from USPTO patents (1976-2016) (1) Given the reactants [CH3:1][CH:2]([C:4]1[C:14]2[O:13][CH2:12][CH2:11][N:10](C(OC(C)(C)C)=O)[CH2:9][C:8]=2[CH:7]=[CH:6][CH:5]=1)[CH3:3].C(OCC)(=O)C.[ClH:28], predict the reaction product. The product is: [ClH:28].[CH3:3][CH:2]([C:4]1[C:14]2[O:13][CH2:12][CH2:11][NH:10][CH2:9][C:8]=2[CH:7]=[CH:6][CH:5]=1)[CH3:1]. (2) Given the reactants [CH3:1][CH:2]([CH3:6])[C:3]([OH:5])=[O:4].[CH3:7][C:8]1[CH:22]=[CH:21][C:11]([S:12][C:13]([O:15][CH:16](Cl)[CH:17]([CH3:19])[CH3:18])=[O:14])=[CH:10][CH:9]=1, predict the reaction product. The product is: [CH3:1][CH:2]([CH3:6])[C:3]([O:5][CH:16]([O:15][C:13]([S:12][C:11]1[CH:21]=[CH:22][C:8]([CH3:7])=[CH:9][CH:10]=1)=[O:14])[CH:17]([CH3:19])[CH3:18])=[O:4].